From a dataset of Full USPTO retrosynthesis dataset with 1.9M reactions from patents (1976-2016). Predict the reactants needed to synthesize the given product. (1) Given the product [Cl:29][C:21]1[CH:20]=[C:19]([C:17]2[O:16][N:15]=[C:14]([C:12]([NH:11][C:8]3[CH:9]=[CH:10][C:5]([C:2]([NH:1][CH2:32][CH2:31][C:30]([O:34][CH3:35])=[O:33])([CH3:3])[CH3:4])=[CH:6][CH:7]=3)=[O:13])[CH:18]=2)[CH:24]=[CH:23][C:22]=1[NH:25][CH:26]([CH3:27])[CH3:28], predict the reactants needed to synthesize it. The reactants are: [NH2:1][C:2]([C:5]1[CH:10]=[CH:9][C:8]([NH:11][C:12]([C:14]2[CH:18]=[C:17]([C:19]3[CH:24]=[CH:23][C:22]([NH:25][CH:26]([CH3:28])[CH3:27])=[C:21]([Cl:29])[CH:20]=3)[O:16][N:15]=2)=[O:13])=[CH:7][CH:6]=1)([CH3:4])[CH3:3].[C:30]([O:34][CH3:35])(=[O:33])[CH:31]=[CH2:32]. (2) Given the product [C:8]12([NH:18][CH2:6][C:2]3[O:1][CH:5]=[CH:4][CH:3]=3)[CH2:15][CH:14]3[CH2:13][CH:12]([CH2:11][CH:10]([CH2:16]3)[CH2:9]1)[CH2:17]2, predict the reactants needed to synthesize it. The reactants are: [O:1]1[CH:5]=[CH:4][CH:3]=[C:2]1[CH:6]=O.[C:8]12([NH2:18])[CH2:17][CH:12]3[CH2:13][CH:14]([CH2:16][CH:10]([CH2:11]3)[CH2:9]1)[CH2:15]2.